The task is: Predict which catalyst facilitates the given reaction.. This data is from Catalyst prediction with 721,799 reactions and 888 catalyst types from USPTO. (1) Reactant: Cl.O1CCOCC1.[Br:8][C:9]1[CH:14]=[C:13]([Cl:15])[CH:12]=[CH:11][C:10]=1[C@@H:16]([NH:19][S@](C(C)(C)C)=O)[CH:17]=[CH2:18]. Product: [Br:8][C:9]1[CH:14]=[C:13]([Cl:15])[CH:12]=[CH:11][C:10]=1[C@@H:16]([NH2:19])[CH:17]=[CH2:18]. The catalyst class is: 5. (2) Product: [C:1]([O:4][C:5]([CH3:18])([CH2:9][S:10][C:11]1[CH:16]=[CH:15][C:14]([F:17])=[CH:13][CH:12]=1)[C:6]([Cl:21])=[O:7])(=[O:3])[CH3:2]. The catalyst class is: 11. Reactant: [C:1]([O:4][C:5]([CH3:18])([CH2:9][S:10][C:11]1[CH:16]=[CH:15][C:14]([F:17])=[CH:13][CH:12]=1)[C:6](O)=[O:7])(=[O:3])[CH3:2].S(Cl)([Cl:21])=O. (3) Reactant: [N:1]1[CH:6]=[CH:5][CH:4]=[C:3]([C:7]#[C:8][CH2:9][O:10][CH2:11][CH2:12][NH:13][C:14](=[O:20])[O:15][C:16]([CH3:19])([CH3:18])[CH3:17])[CH:2]=1. Product: [N:1]1[CH:6]=[CH:5][CH:4]=[C:3]([CH2:7][CH2:8][CH2:9][O:10][CH2:11][CH2:12][NH:13][C:14](=[O:20])[O:15][C:16]([CH3:18])([CH3:17])[CH3:19])[CH:2]=1. The catalyst class is: 5. (4) Reactant: [H-].[Na+].[C:3]([CH2:5][C:6]([O:8][CH3:9])=[O:7])#[N:4].Br[C:11]1[C:16]([Cl:17])=[CH:15][C:14]([Cl:18])=[CH:13][N:12]=1. Product: [C:3]([CH:5]([C:11]1[C:16]([Cl:17])=[CH:15][C:14]([Cl:18])=[CH:13][N:12]=1)[C:6]([O:8][CH3:9])=[O:7])#[N:4]. The catalyst class is: 37. (5) Reactant: [F:1][C:2]1[CH:7]=[CH:6][C:5]([CH2:8][CH:9]([NH:13][CH:14]=O)[CH:10]([CH3:12])[CH3:11])=[CH:4][C:3]=1[O:16][CH2:17][CH2:18][CH2:19][O:20][CH3:21].O=P(Cl)(Cl)Cl.[OH-].[NH4+]. Product: [F:1][C:2]1[CH:7]=[C:6]2[C:5]([CH2:8][CH:9]([CH:10]([CH3:12])[CH3:11])[N:13]=[CH:14]2)=[CH:4][C:3]=1[O:16][CH2:17][CH2:18][CH2:19][O:20][CH3:21]. The catalyst class is: 34. (6) Reactant: [NH2:1][C:2]1[C:11]2[N:12]=[C:13]([CH2:20][O:21]C)[N:14]([CH2:15][C:16]([CH3:19])([OH:18])[CH3:17])[C:10]=2[C:9]2[CH:8]=[CH:7][C:6]([CH2:23][CH2:24][C:25]([N:27]3[CH2:32][CH2:31][S:30](=[O:34])(=[O:33])[CH2:29][CH2:28]3)=[O:26])=[CH:5][C:4]=2[N:3]=1. Product: [NH2:1][C:2]1[C:11]2[N:12]=[C:13]([CH2:20][OH:21])[N:14]([CH2:15][C:16]([CH3:17])([OH:18])[CH3:19])[C:10]=2[C:9]2[CH:8]=[CH:7][C:6]([CH2:23][CH2:24][C:25]([N:27]3[CH2:32][CH2:31][S:30](=[O:34])(=[O:33])[CH2:29][CH2:28]3)=[O:26])=[CH:5][C:4]=2[N:3]=1. The catalyst class is: 4. (7) Reactant: [I:1][C:2]1[CH:3]=[C:4]2[C:9](=[CH:10][CH:11]=1)[N:8]=[C:7]([C:12]1[CH:17]=[N:16][CH:15]=[CH:14][N:13]=1)[NH:6][C:5]2=O.F[P-](F)(F)(F)(F)F.[N:26]1(O[P+](N(C)C)(N(C)C)N(C)C)[C:30]2C=CC=CC=2N=N1.N12CCCN=C1CCCCC2.CN.C1COCC1. Product: [I:1][C:2]1[CH:3]=[C:4]2[C:9](=[CH:10][CH:11]=1)[N:8]=[C:7]([C:12]1[CH:17]=[N:16][CH:15]=[CH:14][N:13]=1)[N:6]=[C:5]2[NH:26][CH3:30]. The catalyst class is: 18.